This data is from Catalyst prediction with 721,799 reactions and 888 catalyst types from USPTO. The task is: Predict which catalyst facilitates the given reaction. (1) Reactant: [F:1][C:2]1[CH:3]=[C:4]([CH:8]=[CH:9][C:10]=1[N+:11]([O-:13])=[O:12])[C:5](O)=[O:6].C(Cl)(=O)C([Cl:17])=O.CN(C=O)C. Product: [F:1][C:2]1[CH:3]=[C:4]([CH:8]=[CH:9][C:10]=1[N+:11]([O-:13])=[O:12])[C:5]([Cl:17])=[O:6]. The catalyst class is: 2. (2) Reactant: [N:1]1([C:6]2[C:10]3[CH2:11][N:12](C(OC(C)(C)C)=O)[CH2:13][CH2:14][C:9]=3[N:8](COCC[Si](C)(C)C)[N:7]=2)[CH:5]=[CH:4][CH:3]=[N:2]1.Cl.O1CCOCC1.C(OCC)(=O)C. Product: [N:1]1([C:6]2[C:10]3[CH2:11][NH:12][CH2:13][CH2:14][C:9]=3[NH:8][N:7]=2)[CH:5]=[CH:4][CH:3]=[N:2]1. The catalyst class is: 12.